This data is from Catalyst prediction with 721,799 reactions and 888 catalyst types from USPTO. The task is: Predict which catalyst facilitates the given reaction. (1) Reactant: [C:1]([O:5][C:6]([N:8]1[CH2:13][CH2:12][N:11]([C:14]([O:16][C:17]([CH3:20])([CH3:19])[CH3:18])=[O:15])[CH2:10][C@@H:9]1[CH2:21][CH2:22][CH2:23][C:24]([O:26]CC)=[O:25])=[O:7])([CH3:4])([CH3:3])[CH3:2].[OH-].[Na+]. Product: [C:1]([O:5][C:6]([N:8]1[CH2:13][CH2:12][N:11]([C:14]([O:16][C:17]([CH3:18])([CH3:19])[CH3:20])=[O:15])[CH2:10][C@@H:9]1[CH2:21][CH2:22][CH2:23][C:24]([OH:26])=[O:25])=[O:7])([CH3:4])([CH3:2])[CH3:3]. The catalyst class is: 5. (2) Reactant: C(OC([N:8]1[CH2:13][CH2:12][N:11]([C:14]2[CH:19]=[CH:18][C:17]([NH:20][C:21]3[C:26]4[C:27](=[O:31])[NH:28][N:29]=[CH:30][C:25]=4[CH:24]=[C:23]([NH:32][C:33]4[CH:38]=[CH:37][C:36]([Cl:39])=[C:35]([Cl:40])[C:34]=4[Cl:41])[N:22]=3)=[C:16]([O:42][CH3:43])[CH:15]=2)[CH2:10][CH2:9]1)=O)(C)(C)C.FC(F)(F)C(O)=O. Product: [CH3:43][O:42][C:16]1[CH:15]=[C:14]([N:11]2[CH2:12][CH2:13][NH:8][CH2:9][CH2:10]2)[CH:19]=[CH:18][C:17]=1[NH:20][C:21]1[C:26]2[C:27](=[O:31])[NH:28][N:29]=[CH:30][C:25]=2[CH:24]=[C:23]([NH:32][C:33]2[CH:38]=[CH:37][C:36]([Cl:39])=[C:35]([Cl:40])[C:34]=2[Cl:41])[N:22]=1. The catalyst class is: 4. (3) Reactant: C([O:3][C:4]([C:6]1[N:7]=[C:8]([C:11]#[C:12][CH2:13][N:14]([C:16]([O:18][C:19]([CH3:22])([CH3:21])[CH3:20])=[O:17])[CH3:15])[S:9][CH:10]=1)=[O:5])C.[OH-].[Na+].Cl. Product: [C:19]([O:18][C:16]([N:14]([CH3:15])[CH2:13][C:12]#[C:11][C:8]1[S:9][CH:10]=[C:6]([C:4]([OH:5])=[O:3])[N:7]=1)=[O:17])([CH3:22])([CH3:21])[CH3:20]. The catalyst class is: 1.